From a dataset of Catalyst prediction with 721,799 reactions and 888 catalyst types from USPTO. Predict which catalyst facilitates the given reaction. (1) Reactant: [Cl:1][C:2]1[C:7]([Cl:8])=[CH:6][CH:5]=[CH:4][C:3]=1[CH2:9][CH2:10][CH2:11][C:12]([OH:14])=O. Product: [Cl:1][C:2]1[C:7]([Cl:8])=[CH:6][CH:5]=[C:4]2[C:3]=1[CH2:9][CH2:10][CH2:11][C:12]2=[O:14]. The catalyst class is: 6. (2) Product: [NH:1]([C:8](=[O:28])[C:9]([C:19]1[CH:20]=[CH:21][C:22]([C:23]([OH:25])=[O:24])=[CH:26][CH:27]=1)([C:10]([NH:12][C:13]1[CH:18]=[CH:17][CH:16]=[CH:15][CH:14]=1)=[O:11])[OH:30])[C:2]1[CH:3]=[CH:4][CH:5]=[CH:6][CH:7]=1. The catalyst class is: 299. Reactant: [NH:1]([C:8](=[O:28])[CH:9]([C:19]1[CH:27]=[CH:26][C:22]([C:23]([OH:25])=[O:24])=[CH:21][CH:20]=1)[C:10]([NH:12][C:13]1[CH:18]=[CH:17][CH:16]=[CH:15][CH:14]=1)=[O:11])[C:2]1[CH:7]=[CH:6][CH:5]=[CH:4][CH:3]=1.[Li+].[OH-:30]. (3) Product: [Cl:1][C:2]1[CH:3]=[C:4]([C:12]2[S:16][C:15]([C:17]3[C:18]([CH2:32][CH3:33])=[C:19]([CH2:23][N:24]4[CH2:25][CH:26]([C:28]([OH:30])=[O:29])[CH2:27]4)[CH:20]=[CH:21][CH:22]=3)=[N:14][N:13]=2)[CH:5]=[CH:6][C:7]=1[O:8][CH:9]([CH3:11])[CH3:10]. The catalyst class is: 738. Reactant: [Cl:1][C:2]1[CH:3]=[C:4]([C:12]2[S:16][C:15]([C:17]3[C:18]([CH2:32][CH3:33])=[C:19]([CH2:23][N:24]4[CH2:27][CH:26]([C:28]([O:30]C)=[O:29])[CH2:25]4)[CH:20]=[CH:21][CH:22]=3)=[N:14][N:13]=2)[CH:5]=[CH:6][C:7]=1[O:8][CH:9]([CH3:11])[CH3:10].[OH-].[Na+].Cl. (4) Reactant: [F:1][C:2]1[CH:7]=[CH:6][CH:5]=[CH:4][C:3]=1[S:8]([NH:11][C:12]1[CH:21]=[CH:20][C:19]2[CH2:18][CH2:17][CH:16]=[C:15]([CH3:22])[C:14]=2[C:13]=1[C:23]([O:25][CH3:26])=[O:24])(=[O:10])=[O:9]. Product: [F:1][C:2]1[CH:7]=[CH:6][CH:5]=[CH:4][C:3]=1[S:8]([NH:11][C:12]1[CH:21]=[CH:20][C:19]2[CH2:18][CH2:17][CH2:16][CH:15]([CH3:22])[C:14]=2[C:13]=1[C:23]([O:25][CH3:26])=[O:24])(=[O:10])=[O:9]. The catalyst class is: 78. (5) Reactant: [Br:1][C:2]1[CH:3]=[C:4]2[C:8](=[CH:9][CH:10]=1)[NH:7][N:6]=[C:5]2[F:11].C1(C)C=CC(S(O)(=O)=O)=CC=1.[O:23]1[CH:28]=[CH:27][CH2:26][CH2:25][CH2:24]1. Product: [Br:1][C:2]1[CH:3]=[C:4]2[C:8](=[CH:9][CH:10]=1)[N:7]([CH:24]1[CH2:25][CH2:26][CH2:27][CH2:28][O:23]1)[N:6]=[C:5]2[F:11]. The catalyst class is: 4. (6) Reactant: [NH2:1][C@H:2]1[C:11]2[C:6](=[CH:7][CH:8]=[C:9]([F:12])[CH:10]=2)[N:5]([C:13](=[O:15])[CH3:14])[C@@H:4]([CH2:16][CH3:17])[C@@H:3]1[CH3:18].Cl[C:20]1[CH:25]=[N:24][C:23]([CH3:26])=[CH:22][N:21]=1.CC(C)([O-])C.[Na+].CN(C1C(C2C(P(C3CCCCC3)C3CCCCC3)=CC=CC=2)=CC=CC=1)C. Product: [CH2:16]([C@H:4]1[C@H:3]([CH3:18])[C@@H:2]([NH:1][C:20]2[CH:25]=[N:24][C:23]([CH3:26])=[CH:22][N:21]=2)[C:11]2[C:6](=[CH:7][CH:8]=[C:9]([F:12])[CH:10]=2)[N:5]1[C:13](=[O:15])[CH3:14])[CH3:17]. The catalyst class is: 102. (7) The catalyst class is: 5. Reactant: [F:1][C:2]1[CH:3]=[C:4]([CH:9]([OH:27])[CH:10]([CH2:16][C:17]2[CH:22]=[CH:21][C:20]([C:23]([F:26])([F:25])[F:24])=[CH:19][CH:18]=2)[C:11]([O:13]CC)=[O:12])[CH:5]=[CH:6][C:7]=1[F:8].[OH-].[Na+].Cl. Product: [F:1][C:2]1[CH:3]=[C:4]([CH:9]([OH:27])[CH:10]([CH2:16][C:17]2[CH:22]=[CH:21][C:20]([C:23]([F:24])([F:25])[F:26])=[CH:19][CH:18]=2)[C:11]([OH:13])=[O:12])[CH:5]=[CH:6][C:7]=1[F:8]. (8) Reactant: [N+:1]([C:4]1[CH:9]=[CH:8][C:7]([CH2:10][CH2:11][C:12]([OH:14])=O)=[CH:6][CH:5]=1)([O-:3])=[O:2].C[N:16](C)C=O.C(Cl)(=O)C(Cl)=O. Product: [N+:1]([C:4]1[CH:9]=[CH:8][C:7]([CH2:10][CH2:11][C:12]([NH2:16])=[O:14])=[CH:6][CH:5]=1)([O-:3])=[O:2]. The catalyst class is: 7.